Dataset: Catalyst prediction with 721,799 reactions and 888 catalyst types from USPTO. Task: Predict which catalyst facilitates the given reaction. Reactant: [C:1]([OH:5])(=O)[CH2:2][CH3:3].O.O[N:8]1[C:12]2[CH:13]=[CH:14][CH:15]=[CH:16][C:11]=2N=N1.[CH:17]1([N:23]=[C:24]=[NH:25])[CH2:22]CCC[CH2:18]1.NCCN(CCN)CCN. Product: [NH:25]1[CH:18]=[C:17]([CH2:22][C:14]2[CH:13]=[C:12]([NH:8][C:1](=[O:5])[CH2:2][CH3:3])[CH:11]=[CH:16][CH:15]=2)[N:23]=[CH:24]1. The catalyst class is: 120.